From a dataset of Full USPTO retrosynthesis dataset with 1.9M reactions from patents (1976-2016). Predict the reactants needed to synthesize the given product. (1) Given the product [ClH:45].[CH2:1]([O:3][C:4]([C:6]1[NH:7][CH:8]=[C:9]2[CH:18]([C:19]3[O:20][C:21]([S:24][C:25]4[NH:29][C:28]5[CH:30]=[CH:31][C:32]([O:34][C:35]([F:38])([F:36])[F:37])=[CH:33][C:27]=5[N:26]=4)=[CH:22][CH:23]=3)[C:17]3[C:16](=[O:39])[CH2:15][NH:14][CH2:13][C:12]=3[NH:11][C:10]=12)=[O:5])[CH3:2], predict the reactants needed to synthesize it. The reactants are: [CH2:1]([O:3][C:4]([C:6]1[NH:7][CH:8]=[C:9]2[CH:18]([C:19]3[O:20][C:21]([S:24][C:25]4[NH:29][C:28]5[CH:30]=[CH:31][C:32]([O:34][C:35]([F:38])([F:37])[F:36])=[CH:33][C:27]=5[N:26]=4)=[CH:22][CH:23]=3)[C:17]3[C:16](=[O:39])[CH2:15][N:14](OC(C)(C)C)[CH2:13][C:12]=3[NH:11][C:10]=12)=[O:5])[CH3:2].[ClH:45]. (2) Given the product [O:21]=[S:2]1(=[O:1])[CH2:7][CH2:6][CH2:5][CH2:4][N:3]1[C:8]1[C:16]2[N:15]=[CH:14][N:13]([CH2:24][CH3:25])[C:12]=2[CH:11]=[C:10]([C:17]([O:19][CH3:20])=[O:18])[CH:9]=1, predict the reactants needed to synthesize it. The reactants are: [O:1]=[S:2]1(=[O:21])[CH2:7][CH2:6][CH2:5][CH2:4][N:3]1[C:8]1[C:16]2[N:15]=[CH:14][NH:13][C:12]=2[CH:11]=[C:10]([C:17]([O:19][CH3:20])=[O:18])[CH:9]=1.[H-].[Na+].[CH2:24](I)[CH3:25].